Dataset: Catalyst prediction with 721,799 reactions and 888 catalyst types from USPTO. Task: Predict which catalyst facilitates the given reaction. (1) Reactant: C([O:5][C:6](=[O:38])[C:7]1[CH:12]=[CH:11][C:10]([NH:13][C:14]([C:16]2[CH:25]=[C:24]3[C:19]([O:20][CH2:21][CH2:22][N:23]3[S:26]([C:29]3[CH:34]=[C:33]([Cl:35])[CH:32]=[CH:31][C:30]=3[O:36][CH3:37])(=[O:28])=[O:27])=[N:18][CH:17]=2)=[O:15])=[CH:9][CH:8]=1)(C)(C)C. Product: [Cl:35][C:33]1[CH:32]=[CH:31][C:30]([O:36][CH3:37])=[C:29]([S:26]([N:23]2[C:24]3[C:19](=[N:18][CH:17]=[C:16]([C:14]([NH:13][C:10]4[CH:11]=[CH:12][C:7]([C:6]([OH:38])=[O:5])=[CH:8][CH:9]=4)=[O:15])[CH:25]=3)[O:20][CH2:21][CH2:22]2)(=[O:28])=[O:27])[CH:34]=1. The catalyst class is: 33. (2) Reactant: Cl[CH2:2][C:3]1[N:8]=[C:7]([S:9][CH3:10])[N:6]=[C:5]([OH:11])[CH:4]=1.[Na+].[CH3:13][S:14]([O-:16])=[O:15].CN(C=O)C. Product: [CH3:10][S:9][C:7]1[N:6]=[C:5]([OH:11])[CH:4]=[C:3]([CH2:2][S:14]([CH3:13])(=[O:16])=[O:15])[N:8]=1. The catalyst class is: 10.